This data is from Experimentally validated miRNA-target interactions with 360,000+ pairs, plus equal number of negative samples. The task is: Binary Classification. Given a miRNA mature sequence and a target amino acid sequence, predict their likelihood of interaction. The miRNA is hsa-miR-33a-3p with sequence CAAUGUUUCCACAGUGCAUCAC. The protein sequence of the target gene is MNFIKDNSRALIQRMGMTVIKQITDDLFVWNVLNREEVNIICCEKVEQDAARGIIHMILKKGSESCNLFLKSLKEWNYPLFQDLNGQSLFHQTSEGDLDDLAQDLKDLYHTPSFLNFYPLGEDIDIIFNLKSTFTEPVLWRKDQHHHRVEQLTLNGLLQALQSPCIIEGESGKGKSTLLQRIAMLWGSGKCKALTKFKFVFFLRLSRAQGGLFETLCDQLLDIPGTIRKQTFMAMLLKLRQRVLFLLDGYNEFKPQNCPEIEALIKENHRFKNMVIVTTTTECLRHIRQFGALTAEVGDM.... Result: 0 (no interaction).